Dataset: Forward reaction prediction with 1.9M reactions from USPTO patents (1976-2016). Task: Predict the product of the given reaction. The product is: [NH:1]([C:10]([O:12][C:13]([CH3:14])([CH3:16])[CH3:15])=[O:11])[C@H:2]([C:7]([O:9][N:23]1[C:32](=[O:35])[CH2:33][CH2:19][C:20]1=[O:36])=[O:8])[C@H:3]([CH2:5][CH3:6])[CH3:4]. Given the reactants [NH:1]([C:10]([O:12][C:13]([CH3:16])([CH3:15])[CH3:14])=[O:11])[C@H:2]([C:7]([OH:9])=[O:8])[C@H:3]([CH2:5][CH3:6])[CH3:4].C1CC[CH:20]([N:23]=C=NC2CCCCC2)[CH2:19]C1.[C:32]([OH:35])(=O)[CH3:33].[OH:36]S([O-])(=O)=O.[K+].[Na+].[Cl-].C([O-])([O-])=O.[Na+].[Na+], predict the reaction product.